This data is from Catalyst prediction with 721,799 reactions and 888 catalyst types from USPTO. The task is: Predict which catalyst facilitates the given reaction. Reactant: CI.[CH3:3]OC(C)(C)C.[O:9]=[C:10]1[NH:15][CH:14]([C:16]2[CH:23]=[CH:22][C:19]([C:20]#[N:21])=[CH:18][C:17]=2[S:24]([CH2:27][CH3:28])(=[O:26])=[O:25])[C:13]2[C:29](=[O:32])[CH2:30][CH2:31][C:12]=2[N:11]1[C:33]1[CH:38]=[CH:37][N:36]=[C:35]([C:39]([F:42])([F:41])[F:40])[CH:34]=1.C(=O)([O-])[O-].[Cs+].[Cs+]. Product: [CH2:27]([S:24]([C:17]1[CH:18]=[C:19]([CH:22]=[CH:23][C:16]=1[CH:14]1[C:13]2[C:29](=[O:32])[CH2:30][CH2:31][C:12]=2[N:11]([C:33]2[CH:38]=[CH:37][N:36]=[C:35]([C:39]([F:41])([F:42])[F:40])[CH:34]=2)[C:10](=[O:9])[N:15]1[CH3:3])[C:20]#[N:21])(=[O:26])=[O:25])[CH3:28]. The catalyst class is: 640.